Dataset: Reaction yield outcomes from USPTO patents with 853,638 reactions. Task: Predict the reaction yield, written as a fraction of the theoretical maximum amount of product (1.0 means a 100% yield; for example, 0.34 means a 34% yield). (1) The reactants are [C:1]([C:3]1[C:11]2[C:6](=[CH:7][C:8]([O:12]C)=[CH:9][CH:10]=2)[N:5]([CH2:14][CH3:15])[C:4]=1[C:16]#[C:17][C:18]1[CH:23]=[CH:22][C:21]([NH:24][C:25]([CH:27]2[CH2:29][CH2:28]2)=[O:26])=[CH:20][CH:19]=1)#[N:2].B(Br)(Br)Br. No catalyst specified. The product is [C:1]([C:3]1[C:11]2[C:6](=[CH:7][C:8]([OH:12])=[CH:9][CH:10]=2)[N:5]([CH2:14][CH3:15])[C:4]=1[C:16]#[C:17][C:18]1[CH:19]=[CH:20][C:21]([NH:24][C:25]([CH:27]2[CH2:28][CH2:29]2)=[O:26])=[CH:22][CH:23]=1)#[N:2]. The yield is 0.540. (2) The reactants are F[C:2]1[CH:7]=[CH:6][C:5]([C:8]2[O:9][C:10]3[CH:16]=[CH:15][CH:14]=[CH:13][C:11]=3[N:12]=2)=[CH:4][C:3]=1[N+:17]([O-])=O.C(=O)([O-])[O-].[K+].[K+].[C:26]1([CH2:32][CH2:33][CH2:34][NH2:35])[CH:31]=[CH:30][CH:29]=[CH:28][CH:27]=1.[H][H].CO[C:40](OC)(OC)[CH3:41]. The catalyst is C(O)C.CO.[C].[Pd].O. The product is [O:9]1[C:10]2[CH:16]=[CH:15][CH:14]=[CH:13][C:11]=2[N:12]=[C:8]1[C:5]1[CH:6]=[CH:7][C:2]2[N:35]([CH2:34][CH2:33][CH2:32][C:26]3[CH:31]=[CH:30][CH:29]=[CH:28][CH:27]=3)[C:40]([CH3:41])=[N:17][C:3]=2[CH:4]=1. The yield is 0.140. (3) The reactants are C([O:3][C:4]([C:6]1[CH:7]=[N:8][N:9]([CH2:12][CH2:13][O:14][CH3:15])[C:10]=1[Cl:11])=[O:5])C.[OH-].[Li+]. The catalyst is CO.O. The product is [Cl:11][C:10]1[N:9]([CH2:12][CH2:13][O:14][CH3:15])[N:8]=[CH:7][C:6]=1[C:4]([OH:5])=[O:3]. The yield is 0.920. (4) The reactants are Br[C:2]1[CH:3]=[CH:4][C:5]2[N:6]([C:16]3[CH:21]=[CH:20][CH:19]=[CH:18][CH:17]=3)[C:7]3C([C:13]=2[CH:14]=1)=CC(Br)=CC=3.[C:22]1(C)[CH:27]=[CH:26]C=[CH:24][C:23]=1P([C:22]1[CH:27]=[CH:26]C=[CH:24][C:23]=1C)[C:22]1[CH:27]=[CH:26]C=[CH:24][C:23]=1C.[CH:44]([C:46]1[CH:51]=[CH:50][N:49]=[CH:48][CH:47]=1)=[CH2:45].C([N:54]([CH2:57][CH3:58])[CH2:55][CH3:56])C.[CH2:59]1[CH2:63]OC[CH2:60]1. The catalyst is C(Cl)Cl.C([O-])(=O)C.C([O-])(=O)C.[Pd+2]. The product is [C:16]1([N:6]2[C:7]3[CH:26]=[CH:27][C:22](/[CH:45]=[CH:44]/[C:46]4[CH:51]=[CH:50][N:49]=[CH:48][CH:47]=4)=[CH:23][C:24]=3[C:13]3[C:5]2=[CH:4][CH:3]=[C:2](/[CH:60]=[CH:59]/[C:63]2[CH:56]=[CH:55][N:54]=[CH:57][CH:58]=2)[CH:14]=3)[CH:21]=[CH:20][CH:19]=[CH:18][CH:17]=1. The yield is 0.720. (5) The reactants are [C:1]([O:5][C:6]([N:8]([CH3:49])[CH2:9][CH:10]([O:41][Si:42]([C:45]([CH3:48])([CH3:47])[CH3:46])([CH3:44])[CH3:43])[CH2:11][O:12][C:13]1[CH:14]=[C:15]([C:19]2[N:24]=[C:23]([C:25](OC3C=CC=CC=3)=[O:26])[CH:22]=[C:21]([C:34]3[C:35]([CH3:40])=[N:36][O:37][C:38]=3[CH3:39])[N:20]=2)[CH:16]=[CH:17][CH:18]=1)=[O:7])([CH3:4])([CH3:3])[CH3:2].[O:50]1[CH2:55][CH2:54][CH:53]([CH2:56][NH2:57])[CH2:52][CH2:51]1.CCN(CC)CC. The catalyst is CC#N. The product is [C:45]([Si:42]([CH3:44])([CH3:43])[O:41][CH:10]([CH2:11][O:12][C:13]1[CH:18]=[CH:17][CH:16]=[C:15]([C:19]2[N:20]=[C:21]([C:34]3[C:35]([CH3:40])=[N:36][O:37][C:38]=3[CH3:39])[CH:22]=[C:23]([C:25](=[O:26])[NH:57][CH2:56][CH:53]3[CH2:54][CH2:55][O:50][CH2:51][CH2:52]3)[N:24]=2)[CH:14]=1)[CH2:9][N:8]([CH3:49])[C:6](=[O:7])[O:5][C:1]([CH3:4])([CH3:3])[CH3:2])([CH3:48])([CH3:46])[CH3:47]. The yield is 0.550. (6) The reactants are [Cl:1][C:2]1[CH:38]=[CH:37][C:5]([CH2:6][N:7]2[C:15]3[C:14](=[O:16])[N:13]([CH2:17][CH:18]([OH:22])[CH2:19][O:20][CH3:21])[C:12](=[O:23])[N:11]([CH3:24])[C:10]=3[N:9]=[C:8]2[O:25][C:26]2[CH:31]=[CH:30][CH:29]=[C:28]([O:32][C:33]([F:36])([F:35])[F:34])[CH:27]=2)=[CH:4][CH:3]=1.C(OC(=O)C)(=O)C. The catalyst is CS(C)=O. The product is [Cl:1][C:2]1[CH:3]=[CH:4][C:5]([CH2:6][N:7]2[C:15]3[C:14](=[O:16])[N:13]([CH2:17][C:18](=[O:22])[CH2:19][O:20][CH3:21])[C:12](=[O:23])[N:11]([CH3:24])[C:10]=3[N:9]=[C:8]2[O:25][C:26]2[CH:31]=[CH:30][CH:29]=[C:28]([O:32][C:33]([F:36])([F:34])[F:35])[CH:27]=2)=[CH:37][CH:38]=1. The yield is 0.302. (7) The reactants are [CH3:1][O:2][C:3]([C:5]1[S:6][C:7]([CH:10]=[O:11])=[CH:8][CH:9]=1)=[O:4].S([CH2:22][N+:23]#[C-:24])(C1C=CC(C)=CC=1)(=O)=O.C([O-])([O-])=O.[K+].[K+]. The catalyst is CO. The product is [CH3:1][O:2][C:3]([C:5]1[S:6][C:7]([C:10]2[O:11][CH:24]=[N:23][CH:22]=2)=[CH:8][CH:9]=1)=[O:4]. The yield is 0.810. (8) The reactants are [I:1][C:2]1[CH:3]=[C:4]2[C:8](=[CH:9][CH:10]=1)[NH:7][C:6](=[O:11])[C:5]2=O.[NH:13]([C:15]([C:17]1[CH:22]=[CH:21][C:20]([NH:23][C:24](=[O:31])[C:25]2[CH:30]=[CH:29][CH:28]=[N:27][CH:26]=2)=[CH:19][CH:18]=1)=[O:16])[NH2:14]. The catalyst is C(O)(=O)C. The product is [I:1][C:2]1[CH:3]=[C:4]2[C:8](=[CH:9][CH:10]=1)[NH:7][C:6](=[O:11])[C:5]2=[N:14][NH:13][C:15]([C:17]1[CH:18]=[CH:19][C:20]([NH:23][C:24](=[O:31])[C:25]2[CH:30]=[CH:29][CH:28]=[N:27][CH:26]=2)=[CH:21][CH:22]=1)=[O:16]. The yield is 0.710.